From a dataset of Forward reaction prediction with 1.9M reactions from USPTO patents (1976-2016). Predict the product of the given reaction. (1) Given the reactants [OH:1][C:2]1[N:6]([C:7]2[CH:12]=[C:11]([C:13]#[N:14])[CH:10]=[CH:9][N:8]=2)[N:5]=[CH:4][CH:3]=1.[Cl:15][C:16]1[CH:21]=[CH:20][C:19]([CH2:22]O)=[C:18](/[CH:24]=[CH:25]/[C:26]2[CH:31]=[CH:30][C:29]([F:32])=[CH:28][CH:27]=2)[CH:17]=1, predict the reaction product. The product is: [Cl:15][C:16]1[CH:21]=[CH:20][C:19]([CH2:22][O:1][C:2]2[N:6]([C:7]3[CH:12]=[C:11]([C:13]#[N:14])[CH:10]=[CH:9][N:8]=3)[N:5]=[CH:4][CH:3]=2)=[C:18](/[CH:24]=[CH:25]/[C:26]2[CH:27]=[CH:28][C:29]([F:32])=[CH:30][CH:31]=2)[CH:17]=1. (2) Given the reactants [CH2:1]([O:3][C:4]1[CH:5]=[C:6]([C@H:12]([N:18]2[C:26](=[O:27])[C:25]3[C:20](=[CH:21][CH:22]=[CH:23][C:24]=3[NH:28][C:29]([CH:31]3[CH2:33][CH2:32]3)=[O:30])[CH2:19]2)[CH2:13][C:14](=[O:17])[NH:15][OH:16])[CH:7]=[CH:8][C:9]=1[O:10][CH3:11])[CH3:2].[C:34](OC(=O)C)(=[O:36])[CH3:35].CCOCC.CCCCCC, predict the reaction product. The product is: [C:34]([O:16][NH:15][C:14]([CH2:13][C@@H:12]([N:18]1[C:26](=[O:27])[C:25]2[C:20](=[CH:21][CH:22]=[CH:23][C:24]=2[NH:28][C:29]([CH:31]2[CH2:33][CH2:32]2)=[O:30])[CH2:19]1)[C:6]1[CH:7]=[CH:8][C:9]([O:10][CH3:11])=[C:4]([O:3][CH2:1][CH3:2])[CH:5]=1)=[O:17])(=[O:36])[CH3:35]. (3) Given the reactants [C:1]1([NH:7][NH2:8])[CH:6]=[CH:5][CH:4]=[CH:3][CH:2]=1.[CH2:9]([N:11]1[C:23]2[CH:22]=[CH:21][C:20]([CH:24]=O)=[CH:19][C:18]=2[C:17]2[C:12]1=[CH:13][CH:14]=[C:15]([CH:26]=O)[CH:16]=2)[CH3:10], predict the reaction product. The product is: [C:1]1([NH:7][N:8]=[CH:24][C:20]2[CH:19]=[C:18]3[C:23](=[CH:22][CH:21]=2)[N:11]([CH2:9][CH3:10])[C:12]2[CH:13]=[CH:14][C:15]([CH:26]=[N:8][NH:7][C:1]4[CH:6]=[CH:5][CH:4]=[CH:3][CH:2]=4)=[CH:16][C:17]3=2)[CH:6]=[CH:5][CH:4]=[CH:3][CH:2]=1. (4) Given the reactants [CH2:1]([O:3][C:4]([C:6]1[CH2:7][CH2:8][N:9](CC2C=CC=CC=2)[CH2:10][C:11]=1[C:12]1[CH:17]=[CH:16][CH:15]=[CH:14][CH:13]=1)=[O:5])[CH3:2].C(O)(=O)C, predict the reaction product. The product is: [CH2:1]([O:3][C:4]([C@H:6]1[CH2:7][CH2:8][NH:9][CH2:10][C@H:11]1[C:12]1[CH:13]=[CH:14][CH:15]=[CH:16][CH:17]=1)=[O:5])[CH3:2].